This data is from NCI-60 drug combinations with 297,098 pairs across 59 cell lines. The task is: Regression. Given two drug SMILES strings and cell line genomic features, predict the synergy score measuring deviation from expected non-interaction effect. (1) Drug 1: CCC(=C(C1=CC=CC=C1)C2=CC=C(C=C2)OCCN(C)C)C3=CC=CC=C3.C(C(=O)O)C(CC(=O)O)(C(=O)O)O. Drug 2: C1C(C(OC1N2C=NC3=C2NC=NCC3O)CO)O. Cell line: 786-0. Synergy scores: CSS=2.32, Synergy_ZIP=0.189, Synergy_Bliss=2.69, Synergy_Loewe=-0.386, Synergy_HSA=0.400. (2) Drug 1: C1C(C(OC1N2C=NC(=NC2=O)N)CO)O. Drug 2: C(CN)CNCCSP(=O)(O)O. Cell line: HCT116. Synergy scores: CSS=23.3, Synergy_ZIP=-5.85, Synergy_Bliss=-1.73, Synergy_Loewe=-13.9, Synergy_HSA=0.469. (3) Drug 1: CC(C)(C#N)C1=CC(=CC(=C1)CN2C=NC=N2)C(C)(C)C#N. Drug 2: C1CN(CCN1C(=O)CCBr)C(=O)CCBr. Cell line: RXF 393. Synergy scores: CSS=1.93, Synergy_ZIP=-1.09, Synergy_Bliss=0.782, Synergy_Loewe=1.39, Synergy_HSA=0.363. (4) Drug 1: C1=CN(C=N1)CC(O)(P(=O)(O)O)P(=O)(O)O. Drug 2: COC1=C2C(=CC3=C1OC=C3)C=CC(=O)O2. Cell line: IGROV1. Synergy scores: CSS=2.00, Synergy_ZIP=0.864, Synergy_Bliss=1.62, Synergy_Loewe=2.19, Synergy_HSA=-0.105. (5) Drug 1: CC1=C(C=C(C=C1)NC2=NC=CC(=N2)N(C)C3=CC4=NN(C(=C4C=C3)C)C)S(=O)(=O)N.Cl. Drug 2: CCC1=CC2CC(C3=C(CN(C2)C1)C4=CC=CC=C4N3)(C5=C(C=C6C(=C5)C78CCN9C7C(C=CC9)(C(C(C8N6C)(C(=O)OC)O)OC(=O)C)CC)OC)C(=O)OC.C(C(C(=O)O)O)(C(=O)O)O. Cell line: SK-MEL-5. Synergy scores: CSS=38.1, Synergy_ZIP=8.92, Synergy_Bliss=6.71, Synergy_Loewe=-23.8, Synergy_HSA=4.75. (6) Cell line: 786-0. Drug 1: CC1=C2C(C(=O)C3(C(CC4C(C3C(C(C2(C)C)(CC1OC(=O)C(C(C5=CC=CC=C5)NC(=O)OC(C)(C)C)O)O)OC(=O)C6=CC=CC=C6)(CO4)OC(=O)C)O)C)O. Drug 2: CC1=C(C(=O)C2=C(C1=O)N3CC4C(C3(C2COC(=O)N)OC)N4)N. Synergy scores: CSS=21.3, Synergy_ZIP=-9.07, Synergy_Bliss=-2.87, Synergy_Loewe=-1.65, Synergy_HSA=-1.64. (7) Drug 1: CC1=C(C(=CC=C1)Cl)NC(=O)C2=CN=C(S2)NC3=CC(=NC(=N3)C)N4CCN(CC4)CCO. Drug 2: CC1C(C(CC(O1)OC2CC(CC3=C2C(=C4C(=C3O)C(=O)C5=C(C4=O)C(=CC=C5)OC)O)(C(=O)CO)O)N)O.Cl. Cell line: UO-31. Synergy scores: CSS=47.8, Synergy_ZIP=3.18, Synergy_Bliss=8.51, Synergy_Loewe=-4.04, Synergy_HSA=10.3.